The task is: Predict the product of the given reaction.. This data is from Forward reaction prediction with 1.9M reactions from USPTO patents (1976-2016). (1) The product is: [F:3][C:4]([F:10])([CH:7]([F:9])[F:8])[CH2:5][O:6][C:12]1[CH:19]=[CH:18][C:15]([CH:16]=[O:17])=[CH:14][CH:13]=1. Given the reactants [H-].[Na+].[F:3][C:4]([F:10])([CH:7]([F:9])[F:8])[CH2:5][OH:6].F[C:12]1[CH:19]=[CH:18][C:15]([CH:16]=[O:17])=[CH:14][CH:13]=1.C(=O)(O)[O-].[Na+], predict the reaction product. (2) Given the reactants [C:1]([C:4]1[CH:13]=[C:12]2[C:7]([CH:8]=[C:9]([NH:14][C:15](=[O:29])[C:16]3[CH:21]=[CH:20][C:19](/[CH:22]=[CH:23]/[C:24]([F:27])([F:26])[F:25])=[CH:18][C:17]=3[CH3:28])[CH:10]=[N:11]2)=[N:6][CH:5]=1)(=[O:3])[CH3:2].[Li][CH3:31], predict the reaction product. The product is: [OH:3][C:1]([C:4]1[CH:13]=[C:12]2[C:7]([CH:8]=[C:9]([NH:14][C:15](=[O:29])[C:16]3[CH:21]=[CH:20][C:19](/[CH:22]=[CH:23]/[C:24]([F:27])([F:25])[F:26])=[CH:18][C:17]=3[CH3:28])[CH:10]=[N:11]2)=[N:6][CH:5]=1)([CH3:31])[CH3:2]. (3) Given the reactants [C:1]1([C:7]2[CH:8]=[C:9]3[C:13](=[C:14]([C:16]([NH2:18])=[O:17])[CH:15]=2)[NH:12][CH:11]=[C:10]3[CH:19]2[CH2:24][CH2:23][NH:22][CH2:21][CH2:20]2)[CH:6]=[CH:5][CH:4]=[CH:3][CH:2]=1.[C:25]1([CH2:31][NH:32][CH2:33][C:34]2[S:38][C:37]([S:39](Cl)(=[O:41])=[O:40])=[CH:36][CH:35]=2)[CH:30]=[CH:29][CH:28]=[CH:27][CH:26]=1.C(N(CC)CC)C, predict the reaction product. The product is: [C:1]1([C:7]2[CH:8]=[C:9]3[C:13](=[C:14]([C:16]([NH2:18])=[O:17])[CH:15]=2)[NH:12][CH:11]=[C:10]3[CH:19]2[CH2:24][CH2:23][N:22]([S:39]([C:37]3[S:38][C:34]([CH2:33][NH:32][CH2:31][C:25]4[CH:26]=[CH:27][CH:28]=[CH:29][CH:30]=4)=[CH:35][CH:36]=3)(=[O:40])=[O:41])[CH2:21][CH2:20]2)[CH:2]=[CH:3][CH:4]=[CH:5][CH:6]=1. (4) The product is: [Cl:8][C:6]1[CH:5]=[C:4]([N:14]2[CH2:15][CH2:16][N:11]([CH3:10])[CH2:12][CH2:13]2)[N:3]=[C:2]([NH2:1])[N:7]=1. Given the reactants [NH2:1][C:2]1[N:7]=[C:6]([Cl:8])[CH:5]=[C:4](Cl)[N:3]=1.[CH3:10][N:11]1[CH2:16][CH2:15][NH:14][CH2:13][CH2:12]1.CCN(CC)CC, predict the reaction product. (5) Given the reactants [C:1]([N:5]([C:14]1[CH:33]=[CH:32][C:17]([C:18]([NH:20][C:21]2[CH:30]=[CH:29][C:28]([OH:31])=[C:27]3[C:22]=2[CH:23]=[CH:24][CH:25]=[N:26]3)=[O:19])=[CH:16][CH:15]=1)[O:6][Si](C(C)(C)C)(C)C)([CH3:4])([CH3:3])[CH3:2].[F-].C([N+](CCCC)(CCCC)CCCC)CCC.O.[NH4+].[Cl-], predict the reaction product. The product is: [C:1]([N:5]([C:14]1[CH:33]=[CH:32][C:17]([C:18]([NH:20][C:21]2[CH:30]=[CH:29][C:28]([OH:31])=[C:27]3[C:22]=2[CH:23]=[CH:24][CH:25]=[N:26]3)=[O:19])=[CH:16][CH:15]=1)[OH:6])([CH3:4])([CH3:2])[CH3:3]. (6) Given the reactants Cl[CH2:2][CH2:3][C:4]([NH:6][C:7]1[C:20]2[C:19](=[O:21])[C:18]3[C:13](=[CH:14][CH:15]=[CH:16][C:17]=3[NH:22][C:23](=[O:27])[CH2:24][CH2:25]Cl)[C:12](=[O:28])[C:11]=2[CH:10]=[CH:9][CH:8]=1)=[O:5].[N:29]1[CH:34]=[CH:33]C=C[CH:30]=1.[CH2:35]([NH:37][CH3:38])[CH3:36], predict the reaction product. The product is: [CH2:34]([N:29]([CH3:30])[CH:24]([CH3:25])[C:23]([NH:22][C:17]1[C:18]2[C:19](=[O:21])[C:20]3[C:11](=[CH:10][CH:9]=[CH:8][C:7]=3[NH:6][C:4](=[O:5])[CH:3]([N:37]([CH3:38])[CH2:35][CH3:36])[CH3:2])[C:12](=[O:28])[C:13]=2[CH:14]=[CH:15][CH:16]=1)=[O:27])[CH3:33]. (7) Given the reactants Cl[C:2]1[N:7]=[C:6]([C:8]2[CH:9]=[N:10][N:11]([CH:13]([CH:17]3[CH2:21][CH2:20][CH2:19][CH2:18]3)[CH2:14][C:15]#[N:16])[CH:12]=2)[CH:5]=[CH:4][N:3]=1.[N:22]1([CH2:27][CH2:28][O:29][C:30]2[CH:36]=[CH:35][C:33]([NH2:34])=[CH:32][CH:31]=2)[CH2:26][CH2:25][CH2:24][CH2:23]1.C(O)(=O)C, predict the reaction product. The product is: [CH:17]1([CH:13]([N:11]2[CH:12]=[C:8]([C:6]3[CH:5]=[CH:4][N:3]=[C:2]([NH:34][C:33]4[CH:35]=[CH:36][C:30]([O:29][CH2:28][CH2:27][N:22]5[CH2:26][CH2:25][CH2:24][CH2:23]5)=[CH:31][CH:32]=4)[N:7]=3)[CH:9]=[N:10]2)[CH2:14][C:15]#[N:16])[CH2:21][CH2:20][CH2:19][CH2:18]1.